Dataset: Reaction yield outcomes from USPTO patents with 853,638 reactions. Task: Predict the reaction yield, written as a fraction of the theoretical maximum amount of product (1.0 means a 100% yield; for example, 0.34 means a 34% yield). (1) The reactants are [Cl:1][C:2]1[CH:7]=[CH:6][N:5]2[N:8]=[C:9]([C:13]3[CH:18]=[CH:17][C:16]([F:19])=[CH:15][CH:14]=3)[C:10]([CH:11]=[O:12])=[C:4]2[CH:3]=1.C([Mg]Br)#C.O.O1C[CH2:28][CH2:27][CH2:26]1. No catalyst specified. The product is [Cl:1][C:2]1[CH:7]=[CH:6][N:5]2[N:8]=[C:9]([C:13]3[CH:18]=[CH:17][C:16]([F:19])=[CH:15][CH:14]=3)[C:10]([C:11](=[O:12])[C:26]#[C:27][CH3:28])=[C:4]2[CH:3]=1. The yield is 0.620. (2) The reactants are Cl[C:2]1[CH:7]=[C:6]([C:8]([F:11])([F:10])[F:9])[CH:5]=[C:4]([CH3:12])[N:3]=1.[NH:13]1[CH2:18][CH2:17][NH:16][CH2:15][CH2:14]1.C(N(CC)CC)C. The catalyst is O1CCOCC1.O. The product is [CH3:12][C:4]1[N:3]=[C:2]([N:13]2[CH2:18][CH2:17][NH:16][CH2:15][CH2:14]2)[CH:7]=[C:6]([C:8]([F:11])([F:10])[F:9])[CH:5]=1. The yield is 0.702. (3) The reactants are [Cl:1][C:2]1[CH:7]=[CH:6][N:5]=[CH:4][C:3]=1[N+:8]([O-])=O.[CH:11]([Mg]Br)=[CH2:12]. The catalyst is C1COCC1. The product is [Cl:1][C:2]1[CH:7]=[CH:6][N:5]=[C:4]2[CH:11]=[CH:12][NH:8][C:3]=12. The yield is 0.160.